From a dataset of Forward reaction prediction with 1.9M reactions from USPTO patents (1976-2016). Predict the product of the given reaction. (1) Given the reactants Br[C:2]1[S:6][C:5]([NH:7][C:8](=[O:26])[N:9]([CH:20]2[CH2:25][CH2:24][CH2:23][CH2:22][CH2:21]2)[CH:10]2[CH2:15][CH2:14][CH:13]([C:16]([F:19])([F:18])[F:17])[CH2:12][CH2:11]2)=[N:4][CH:3]=1.[CH3:27][O:28][C:29](=[O:33])[CH2:30][CH2:31][SH:32], predict the reaction product. The product is: [CH3:27][O:28][C:29](=[O:33])[CH2:30][CH2:31][S:32][C:2]1[S:6][C:5]([NH:7][C:8]([N:9]([CH:20]2[CH2:25][CH2:24][CH2:23][CH2:22][CH2:21]2)[CH:10]2[CH2:15][CH2:14][CH:13]([C:16]([F:19])([F:18])[F:17])[CH2:12][CH2:11]2)=[O:26])=[N:4][CH:3]=1. (2) Given the reactants [CH3:1][C:2]1([CH3:9])[CH2:6][C:5](=O)[C:4](=O)[CH2:3]1.COP([CH2:16][C:17]([C:19]1[CH:24]=[CH:23][C:22]([F:25])=[CH:21][C:20]=1[F:26])=O)(=O)OC.O.[NH2:28][NH2:29], predict the reaction product. The product is: [F:26][C:20]1[CH:21]=[C:22]([F:25])[CH:23]=[CH:24][C:19]=1[C:17]1[N:29]=[N:28][C:4]2[CH2:3][C:2]([CH3:9])([CH3:1])[CH2:6][C:5]=2[CH:16]=1. (3) Given the reactants [Br-].[Li+].[CH2:3]([Mg]Cl)[C:4]1[CH:9]=[CH:8][CH:7]=[CH:6][CH:5]=1.[CH2:12]([O:19][C:20]([NH:22][C@@H:23]([CH2:28][C:29](Cl)=[O:30])[C:24]([O:26][CH3:27])=[O:25])=[O:21])[C:13]1[CH:18]=[CH:17][CH:16]=[CH:15][CH:14]=1, predict the reaction product. The product is: [CH2:12]([O:19][C:20]([NH:22][C@@H:23]([CH2:28][C:29](=[O:30])[CH2:3][C:4]1[CH:9]=[CH:8][CH:7]=[CH:6][CH:5]=1)[C:24]([O:26][CH3:27])=[O:25])=[O:21])[C:13]1[CH:18]=[CH:17][CH:16]=[CH:15][CH:14]=1. (4) Given the reactants [C:1]([N:4]1[C:13]2[C:8](=[CH:9][C:10]([C:14]#[N:15])=[CH:11][CH:12]=2)[C@H:7]([NH:16][C:17]2[CH:22]=[CH:21][C:20]([Cl:23])=[C:19]([CH2:24][O:25][Si](C(C)(C)C)(C)C)[N:18]=2)[C@@H:6]([CH3:33])[C@@H:5]1[CH:34]1[CH2:36][CH2:35]1)(=[O:3])[CH3:2].CCCC[N+](CCCC)(CCCC)CCCC.[F-], predict the reaction product. The product is: [C:1]([N:4]1[C:13]2[C:8](=[CH:9][C:10]([C:14]#[N:15])=[CH:11][CH:12]=2)[C@H:7]([NH:16][C:17]2[CH:22]=[CH:21][C:20]([Cl:23])=[C:19]([CH2:24][OH:25])[N:18]=2)[C@@H:6]([CH3:33])[C@@H:5]1[CH:34]1[CH2:36][CH2:35]1)(=[O:3])[CH3:2]. (5) Given the reactants [O:1]1[CH2:6][CH2:5][CH:4]([N:7]2[C:19]3[CH:18]=[C:17]([C:20]([OH:22])=O)[CH:16]=[CH:15][C:14]=3[C:13]3[C:8]2=[CH:9][CH:10]=[CH:11][CH:12]=3)[CH2:3][CH2:2]1.CC[N:25]=[C:26]=[N:27]CCCN(C)C.Cl.[CH:35]1C=[CH:37][C:38]2[N:43](O)[N:42]=N[C:39]=2[CH:40]=1.CCN(C(C)C)C(C)C, predict the reaction product. The product is: [NH2:27]/[C:26](/[N:43]1[C:38]([CH3:37])=[CH:39][C:40]([CH3:35])=[N:42]1)=[N:25]/[C:20]([C:17]1[CH:16]=[CH:15][C:14]2[C:13]3[C:8](=[CH:9][CH:10]=[CH:11][CH:12]=3)[N:7]([CH:4]3[CH2:5][CH2:6][O:1][CH2:2][CH2:3]3)[C:19]=2[CH:18]=1)=[O:22]. (6) Given the reactants O=[CH:2][C@@H]([C@H]([C@@H]([C@@H](CO)O)O)O)O.S([O-])([O-])(=O)=O.[NH4+].[NH4+].P([O-])(O)(O)=O.[K+].P([O-])([O-])(O)=O.[K+].[K+].C(=O)([O-])[O-].[Ca+2].S([O-])([O-])(=O)=O.[Mg+2].[NH2:44][C@H:45]([C:50]([OH:52])=[O:51])[CH2:46][CH:47]([CH3:49])C, predict the reaction product. The product is: [NH2:44][C@H:45]([C:50]([OH:52])=[O:51])[C@H:46]([CH2:47][CH3:49])[CH3:2]. (7) Given the reactants [F:1][C:2]1[CH:23]=[CH:22][C:5]([CH2:6][N:7]2[CH2:11][CH2:10][N:9]([C:12]3[CH:13]=[C:14]([CH:18]=[CH:19][N:20]=3)[C:15]([OH:17])=O)[C:8]2=[O:21])=[CH:4][CH:3]=1.[CH3:24][N:25]1CCOCC1.ClC(OCC(C)C)=O.Cl.CN, predict the reaction product. The product is: [F:1][C:2]1[CH:23]=[CH:22][C:5]([CH2:6][N:7]2[CH2:11][CH2:10][N:9]([C:12]3[CH:13]=[C:14]([CH:18]=[CH:19][N:20]=3)[C:15]([NH:25][CH3:24])=[O:17])[C:8]2=[O:21])=[CH:4][CH:3]=1. (8) Given the reactants [CH3:1][NH:2][CH2:3][CH2:4][OH:5].[Br:6][C:7]1[C:8](Cl)=[C:9]2[CH:15]=[CH:14][N:13]([CH2:16][O:17][CH2:18][CH2:19][Si:20]([CH3:23])([CH3:22])[CH3:21])[C:10]2=[N:11][CH:12]=1, predict the reaction product. The product is: [Br:6][C:7]1[C:8]([N:2]([CH3:1])[CH2:3][CH2:4][OH:5])=[C:9]2[CH:15]=[CH:14][N:13]([CH2:16][O:17][CH2:18][CH2:19][Si:20]([CH3:23])([CH3:22])[CH3:21])[C:10]2=[N:11][CH:12]=1. (9) Given the reactants Br.Br[CH2:3][C:4]([C:6]1[C:15]2[C:10](=[CH:11][CH:12]=[CH:13][CH:14]=2)[N:9]=[CH:8][CH:7]=1)=O.[CH3:16][C:17]1[CH:18]=[C:19]([NH:23][C:24]([NH2:26])=[S:25])[CH:20]=[CH:21][CH:22]=1.N, predict the reaction product. The product is: [CH3:16][C:17]1[CH:18]=[C:19]([NH:23][C:24]2[S:25][CH:3]=[C:4]([C:6]3[C:15]4[C:10](=[CH:11][CH:12]=[CH:13][CH:14]=4)[N:9]=[CH:8][CH:7]=3)[N:26]=2)[CH:20]=[CH:21][CH:22]=1.